From a dataset of Catalyst prediction with 721,799 reactions and 888 catalyst types from USPTO. Predict which catalyst facilitates the given reaction. (1) Reactant: [H-].[Na+].C(OP([CH2:11][O:12][CH2:13][C:14]([O:16][CH3:17])=[O:15])(OCC)=O)C.[CH2:18]([O:22][C:23]1[CH:24]=[C:25]([CH:28]=[CH:29][C:30]=1[I:31])[CH:26]=O)[CH2:19][CH2:20][CH3:21].O. Product: [CH2:18]([O:22][C:23]1[CH:24]=[C:25](/[CH:26]=[C:13](\[O:12][CH3:11])/[C:14]([O:16][CH3:17])=[O:15])[CH:28]=[CH:29][C:30]=1[I:31])[CH2:19][CH2:20][CH3:21].[CH2:18]([O:22][C:23]1[CH:24]=[C:25](/[CH:26]=[C:13](/[O:12][CH3:11])\[C:14]([O-:16])=[O:15])[CH:28]=[CH:29][C:30]=1[I:31])[CH2:19][CH2:20][CH3:21]. The catalyst class is: 54. (2) Reactant: CS(O[C@@H:6]([CH3:12])[C:7]([O:9][CH2:10][CH3:11])=[O:8])(=O)=O.[C:13]([O:26][CH2:27][C:28]1[CH:33]=[CH:32][CH:31]=[CH:30][CH:29]=1)(=[O:25])[CH2:14][C:15]([O:17][CH2:18][C:19]1[CH:24]=[CH:23][CH:22]=[CH:21][CH:20]=1)=[O:16].[F-].[Cs+].O. Product: [CH:14]([C:13]([O:26][CH2:27][C:28]1[CH:29]=[CH:30][CH:31]=[CH:32][CH:33]=1)=[O:25])([C:15]([O:17][CH2:18][C:19]1[CH:24]=[CH:23][CH:22]=[CH:21][CH:20]=1)=[O:16])[C@@H:6]([C:7]([O:9][CH2:10][CH3:11])=[O:8])[CH3:12]. The catalyst class is: 3. (3) Reactant: [Si:1]([O:8][C:9]1[CH:21]=[CH:20][CH:19]=[CH:18][C:10]=1[C:11]([N:13]([CH2:16][CH3:17])[CH2:14][CH3:15])=[O:12])([C:4]([CH3:7])([CH3:6])[CH3:5])([CH3:3])[CH3:2].[Li]C(C)(C)C.[Br:27]Br. Product: [Br:27][C:18]1[CH:19]=[CH:20][CH:21]=[C:9]([O:8][Si:1]([C:4]([CH3:5])([CH3:6])[CH3:7])([CH3:3])[CH3:2])[C:10]=1[C:11]([N:13]([CH2:14][CH3:15])[CH2:16][CH3:17])=[O:12]. The catalyst class is: 1.